This data is from Full USPTO retrosynthesis dataset with 1.9M reactions from patents (1976-2016). The task is: Predict the reactants needed to synthesize the given product. (1) Given the product [OH:33][CH2:32][CH:28]1[CH2:29][CH2:30][CH2:31][N:26]([CH:23]2[CH2:24][CH2:25][NH:20][CH2:21][CH2:22]2)[CH2:27]1, predict the reactants needed to synthesize it. The reactants are: FC1C=C(F)C=CC=1CNC1C(C2C=CC(F)=CC=2F)=CN=C([N:20]2[CH2:25][CH2:24][CH:23]([N:26]3[CH2:31][CH2:30][CH2:29][CH:28]([CH2:32][OH:33])[CH2:27]3)[CH2:22][CH2:21]2)N=1.ClC1N=C(NCC2C=CC(F)=CC=2F)C(C2C=CC(F)=CC=2F)=CN=1. (2) Given the product [CH3:18][S:17][C:15]1[C:16]2[C:8]([C:5]3[CH:4]=[CH:3][C:2]([Cl:1])=[CH:7][CH:6]=3)=[CH:9][NH:10][C:11]=2[CH:12]=[CH:13][CH:14]=1, predict the reactants needed to synthesize it. The reactants are: [Cl:1][C:2]1[CH:7]=[CH:6][C:5]([C:8]2[C:16]3[C:11](=[CH:12][CH:13]=[CH:14][C:15]=3[S:17][CH3:18])[NH:10][C:9]=2C(O)=O)=[CH:4][CH:3]=1. (3) Given the product [F:33][C:31]([F:32])([P:34]([OH:36])([OH:41])=[O:35])[C:28]1[CH:29]=[CH:30][C:25]([CH2:24][C:14]([C:46]2[CH:55]=[CH:54][C:49]([C:50]([O:52][CH3:53])=[O:51])=[CH:48][CH:47]=2)([C:15]([C:17]2[CH:22]=[CH:21][C:20]([F:23])=[CH:19][CH:18]=2)=[O:16])[CH2:13][C:12]2[CH:56]=[CH:57][C:9]([O:8][C:7]([F:59])([F:58])[C:6]([OH:60])=[O:5])=[CH:10][CH:11]=2)=[CH:26][CH:27]=1, predict the reactants needed to synthesize it. The reactants are: C([O:5][C:6](=[O:60])[C:7]([F:59])([F:58])[O:8][C:9]1[CH:57]=[CH:56][C:12]([CH2:13][C:14]([C:46]2[CH:55]=[CH:54][C:49]([C:50]([O:52][CH3:53])=[O:51])=[CH:48][CH:47]=2)([CH2:24][C:25]2[CH:30]=[CH:29][C:28]([C:31]([P:34]([O:41]C(C)(C)C)([O:36]C(C)(C)C)=[O:35])([F:33])[F:32])=[CH:27][CH:26]=2)[C:15]([C:17]2[CH:22]=[CH:21][C:20]([F:23])=[CH:19][CH:18]=2)=[O:16])=[CH:11][CH:10]=1)(C)(C)C.C(O)(C(F)(F)F)=O.C(Cl)Cl. (4) Given the product [CH3:12][O:11][C:8]1[CH:9]=[CH:10][C:5]([C:4]([OH:21])=[O:3])=[CH:6][C:7]=1[O:13][CH2:14][CH2:15][CH2:16][C:17]([F:18])([F:20])[F:19], predict the reactants needed to synthesize it. The reactants are: C([O:3][C:4](=[O:21])[C:5]1[CH:10]=[CH:9][C:8]([O:11][CH3:12])=[C:7]([O:13][CH2:14][CH2:15][CH2:16][C:17]([F:20])([F:19])[F:18])[CH:6]=1)C.[OH-].[Na+].Cl. (5) The reactants are: [Br:1][C:2]1[N:6]([CH2:7][O:8][CH2:9][CH2:10][Si:11]([CH3:14])([CH3:13])[CH3:12])[C:5]([C:15]([O:17]CC)=[O:16])=[N:4][CH:3]=1.[Li+].[OH-]. Given the product [Br:1][C:2]1[N:6]([CH2:7][O:8][CH2:9][CH2:10][Si:11]([CH3:13])([CH3:14])[CH3:12])[C:5]([C:15]([OH:17])=[O:16])=[N:4][CH:3]=1, predict the reactants needed to synthesize it.